Dataset: NCI-60 drug combinations with 297,098 pairs across 59 cell lines. Task: Regression. Given two drug SMILES strings and cell line genomic features, predict the synergy score measuring deviation from expected non-interaction effect. (1) Drug 1: CC1C(C(CC(O1)OC2CC(CC3=C2C(=C4C(=C3O)C(=O)C5=C(C4=O)C(=CC=C5)OC)O)(C(=O)C)O)N)O.Cl. Drug 2: CC1=CC2C(CCC3(C2CCC3(C(=O)C)OC(=O)C)C)C4(C1=CC(=O)CC4)C. Cell line: CAKI-1. Synergy scores: CSS=37.7, Synergy_ZIP=2.15, Synergy_Bliss=3.64, Synergy_Loewe=-72.3, Synergy_HSA=0.446. (2) Drug 1: CC12CCC(CC1=CCC3C2CCC4(C3CC=C4C5=CN=CC=C5)C)O. Drug 2: C#CCC(CC1=CN=C2C(=N1)C(=NC(=N2)N)N)C3=CC=C(C=C3)C(=O)NC(CCC(=O)O)C(=O)O. Cell line: EKVX. Synergy scores: CSS=4.71, Synergy_ZIP=-1.69, Synergy_Bliss=0.207, Synergy_Loewe=-4.47, Synergy_HSA=-1.05. (3) Drug 1: CS(=O)(=O)OCCCCOS(=O)(=O)C. Drug 2: CC(C)(C#N)C1=CC(=CC(=C1)CN2C=NC=N2)C(C)(C)C#N. Cell line: SF-268. Synergy scores: CSS=0.712, Synergy_ZIP=1.96, Synergy_Bliss=3.24, Synergy_Loewe=-0.672, Synergy_HSA=-0.745. (4) Drug 1: C1=NC(=NC(=O)N1C2C(C(C(O2)CO)O)O)N. Drug 2: CN(CCCl)CCCl.Cl. Cell line: OVCAR3. Synergy scores: CSS=15.7, Synergy_ZIP=-5.57, Synergy_Bliss=2.38, Synergy_Loewe=-2.01, Synergy_HSA=0.0853. (5) Drug 1: CC1=C2C(C(=O)C3(C(CC4C(C3C(C(C2(C)C)(CC1OC(=O)C(C(C5=CC=CC=C5)NC(=O)OC(C)(C)C)O)O)OC(=O)C6=CC=CC=C6)(CO4)OC(=O)C)OC)C)OC. Drug 2: CC1CCCC2(C(O2)CC(NC(=O)CC(C(C(=O)C(C1O)C)(C)C)O)C(=CC3=CSC(=N3)C)C)C. Cell line: K-562. Synergy scores: CSS=65.6, Synergy_ZIP=9.47, Synergy_Bliss=6.08, Synergy_Loewe=4.28, Synergy_HSA=6.57. (6) Drug 1: CC1=C(C=C(C=C1)NC2=NC=CC(=N2)N(C)C3=CC4=NN(C(=C4C=C3)C)C)S(=O)(=O)N.Cl. Drug 2: CCCCCOC(=O)NC1=NC(=O)N(C=C1F)C2C(C(C(O2)C)O)O. Cell line: K-562. Synergy scores: CSS=6.97, Synergy_ZIP=-2.57, Synergy_Bliss=-0.430, Synergy_Loewe=-5.32, Synergy_HSA=-1.39. (7) Cell line: OVCAR3. Drug 2: CC1=C(C=C(C=C1)C(=O)NC2=CC(=CC(=C2)C(F)(F)F)N3C=C(N=C3)C)NC4=NC=CC(=N4)C5=CN=CC=C5. Drug 1: C1CN1P(=S)(N2CC2)N3CC3. Synergy scores: CSS=-4.80, Synergy_ZIP=1.90, Synergy_Bliss=0.441, Synergy_Loewe=-4.22, Synergy_HSA=-4.73. (8) Drug 1: CN(CC1=CN=C2C(=N1)C(=NC(=N2)N)N)C3=CC=C(C=C3)C(=O)NC(CCC(=O)O)C(=O)O. Drug 2: CC1=C(C(=O)C2=C(C1=O)N3CC4C(C3(C2COC(=O)N)OC)N4)N. Cell line: M14. Synergy scores: CSS=45.4, Synergy_ZIP=-20.4, Synergy_Bliss=-21.4, Synergy_Loewe=-16.2, Synergy_HSA=-12.8. (9) Drug 1: C(=O)(N)NO. Drug 2: CNC(=O)C1=NC=CC(=C1)OC2=CC=C(C=C2)NC(=O)NC3=CC(=C(C=C3)Cl)C(F)(F)F. Cell line: T-47D. Synergy scores: CSS=0.708, Synergy_ZIP=-2.30, Synergy_Bliss=-4.74, Synergy_Loewe=-0.671, Synergy_HSA=-3.08.